This data is from Reaction yield outcomes from USPTO patents with 853,638 reactions. The task is: Predict the reaction yield, written as a fraction of the theoretical maximum amount of product (1.0 means a 100% yield; for example, 0.34 means a 34% yield). (1) The reactants are [F:1][C:2]1[CH:7]=[CH:6][C:5]([OH:8])=[CH:4][CH:3]=1.[Na+].[I-:10].[OH-].[Na+].[O-]Cl.[Na+]. The catalyst is CO. The product is [F:1][C:2]1[CH:7]=[CH:6][C:5]([OH:8])=[C:4]([I:10])[CH:3]=1. The yield is 0.678. (2) The reactants are [Br:1][C:2]1[N:7]=[C:6]([N:8]2[CH2:14][CH:13]([OH:15])[CH2:12][NH:11][CH2:10][CH2:9]2)[C:5]([O:16][CH3:17])=[CH:4][CH:3]=1.C(=O)(OC(C)(C)C)[O:19][C:20]([O:22][C:23]([CH3:26])([CH3:25])[CH3:24])=O.C(=O)(O)[O-].[Na+]. The catalyst is ClCCl. The product is [Br:1][C:2]1[N:7]=[C:6]([N:8]2[CH2:14][CH:13]([OH:15])[CH2:12][N:11]([C:20]([O:22][C:23]([CH3:26])([CH3:25])[CH3:24])=[O:19])[CH2:10][CH2:9]2)[C:5]([O:16][CH3:17])=[CH:4][CH:3]=1. The yield is 0.650. (3) The yield is 0.900. The reactants are Cl[C:2]1[CH:10]=[CH:9][C:5]([C:6]([NH2:8])=[O:7])=[CH:4][N:3]=1.[F:11][C:12]1[CH:17]=[CH:16][C:15](B(O)O)=[CH:14][CH:13]=1.C(O)C.C(=O)([O-])[O-].[Na+].[Na+]. The product is [F:11][C:12]1[CH:17]=[CH:16][C:15]([C:2]2[CH:10]=[CH:9][C:5]([C:6]([NH2:8])=[O:7])=[CH:4][N:3]=2)=[CH:14][CH:13]=1. The catalyst is C1(C)C=CC=CC=1.C1C=CC([P]([Pd]([P](C2C=CC=CC=2)(C2C=CC=CC=2)C2C=CC=CC=2)([P](C2C=CC=CC=2)(C2C=CC=CC=2)C2C=CC=CC=2)[P](C2C=CC=CC=2)(C2C=CC=CC=2)C2C=CC=CC=2)(C2C=CC=CC=2)C2C=CC=CC=2)=CC=1. (4) The catalyst is C1COCC1. The product is [CH2:1]([O:8][C:9]([N:11]1[CH2:12][C@H:13]([OH:25])[CH2:14][C@@H:15]([O:17][Si:18]([C:21]([CH3:24])([CH3:23])[CH3:22])([CH3:19])[CH3:20])[CH2:16]1)=[O:10])[C:2]1[CH:3]=[CH:4][CH:5]=[CH:6][CH:7]=1. The reactants are [CH2:1]([O:8][C:9]([N:11]1[CH2:16][C@H:15]([O:17][Si:18]([C:21]([CH3:24])([CH3:23])[CH3:22])([CH3:20])[CH3:19])[CH2:14][C@@H:13]([O:25][Si](C(C)(C)C)(C)C)[CH2:12]1)=[O:10])[C:2]1[CH:7]=[CH:6][CH:5]=[CH:4][CH:3]=1.[F-].C([N+](CCCC)(CCCC)CCCC)CCC.O. The yield is 0.160. (5) The reactants are C[O:2][C:3]1[CH:4]=[C:5](/[CH:21]=[CH:22]/[C:23]([NH:25][C:26]2[CH:31]=[CH:30][CH:29]=[CH:28][CH:27]=2)=[O:24])[CH:6]=[C:7]([C:9]2[CH:18]=[CH:17][C:16]3[C:11](=[CH:12][CH:13]=[C:14]([O:19]C)[CH:15]=3)[CH:10]=2)[CH:8]=1.B(Br)(Br)Br. No catalyst specified. The product is [OH:2][C:3]1[CH:4]=[C:5](/[CH:21]=[CH:22]/[C:23]([NH:25][C:26]2[CH:27]=[CH:28][CH:29]=[CH:30][CH:31]=2)=[O:24])[CH:6]=[C:7]([C:9]2[CH:18]=[CH:17][C:16]3[C:11](=[CH:12][CH:13]=[C:14]([OH:19])[CH:15]=3)[CH:10]=2)[CH:8]=1. The yield is 0.140. (6) The reactants are [CH3:1][O:2][C:3]1[C:12]([NH:13][C:14](=[O:18])OCC)=[N:11][C:10]2[C:5](=[CH:6][C:7]([O:21][CH3:22])=[C:8]([O:19][CH3:20])[CH:9]=2)[N:4]=1.[CH3:23][O:24][C:25]1[CH:26]=[C:27]([N:31]2[CH2:36][CH2:35][NH:34][CH2:33][CH2:32]2)[CH:28]=[CH:29][CH:30]=1.C1CCN2C(=NCCC2)CC1. The catalyst is O1CCCC1. The product is [CH3:1][O:2][C:3]1[C:12]([NH:13][C:14]([N:34]2[CH2:33][CH2:32][N:31]([C:27]3[CH:28]=[CH:29][CH:30]=[C:25]([O:24][CH3:23])[CH:26]=3)[CH2:36][CH2:35]2)=[O:18])=[N:11][C:10]2[C:5](=[CH:6][C:7]([O:21][CH3:22])=[C:8]([O:19][CH3:20])[CH:9]=2)[N:4]=1. The yield is 0.640.